Dataset: Full USPTO retrosynthesis dataset with 1.9M reactions from patents (1976-2016). Task: Predict the reactants needed to synthesize the given product. (1) Given the product [F:76][C:70]1[C:71]([F:75])=[CH:72][CH:73]=[CH:74][C:69]=1[CH2:68][S:67][C:61]1[N:60]=[C:59]([NH:1][S:2]([N:5]2[CH2:9][CH2:8][C@H:7]([NH:10][C:11](=[O:17])[O:12][C:13]([CH3:14])([CH3:16])[CH3:15])[CH2:6]2)(=[O:4])=[O:3])[CH:64]=[C:63]([O:65][CH3:66])[N:62]=1, predict the reactants needed to synthesize it. The reactants are: [NH2:1][S:2]([N:5]1[CH2:9][CH2:8][C@H:7]([NH:10][C:11](=[O:17])[O:12][C:13]([CH3:16])([CH3:15])[CH3:14])[CH2:6]1)(=[O:4])=[O:3].C1(P(C2CCCCC2)C2C=CC=CC=2C2C(C(C)C)=CC(C(C)C)=CC=2C(C)C)CCCCC1.C(=O)([O-])[O-].[Cs+].[Cs+].Cl[C:59]1[CH:64]=[C:63]([O:65][CH3:66])[N:62]=[C:61]([S:67][CH2:68][C:69]2[CH:74]=[CH:73][CH:72]=[C:71]([F:75])[C:70]=2[F:76])[N:60]=1. (2) Given the product [Br:1][C:2]1[C:3](=[O:18])[N:4]([CH2:10][C:11]2[CH:16]=[CH:15][CH:14]=[C:13]([F:17])[CH:12]=2)[C:5]([CH3:9])=[CH:6][C:7]=1[CH2:36][CH2:23][C:22]1[CH:21]=[CH:20][CH:35]=[CH:34][CH:33]=1, predict the reactants needed to synthesize it. The reactants are: [Br:1][C:2]1[C:3](=[O:18])[N:4]([CH2:10][C:11]2[CH:16]=[CH:15][CH:14]=[C:13]([F:17])[CH:12]=2)[C:5]([CH3:9])=[CH:6][C:7]=1O.F[C:20]1[CH:21]=[C:22]([CH:33]=[CH:34][CH:35]=1)[CH2:23]N1C(C)=CC(O)=CC1=O.[CH2:36]1C(=O)N(Br)C(=O)C1. (3) Given the product [NH2:7][C@@H:8]([CH2:21][C:22]1[CH:23]=[CH:24][CH:25]=[CH:26][CH:27]=1)[C:9]([N:11]([C:35](=[O:30])[C:34]1[CH:23]=[CH:22][CH:21]=[CH:8][CH:9]=1)[NH:12][Cl:29])=[O:10], predict the reactants needed to synthesize it. The reactants are: C(OC(=O)[NH:7][C@@H:8]([CH2:21][C:22]1[CH:27]=[CH:26][CH:25]=[CH:24][CH:23]=1)[C:9]([NH:11][NH:12]C(=O)C1C=CC=CC=1)=[O:10])(C)(C)C.[ClH:29].[O:30]1[CH2:35][CH2:34]OCC1. (4) Given the product [CH3:12][C:13]1[N:18]=[C:17]([CH3:19])[C:16]([O:20][CH2:21][C@@:22]2([C:27]3[CH:32]=[CH:31][C:30]([O:33][CH2:34][O:35][CH3:36])=[C:29]([F:37])[CH:28]=3)[CH2:24][C@H:23]2[C:25]([OH:39])=[O:26])=[CH:15][N:14]=1, predict the reactants needed to synthesize it. The reactants are: CC(=CC)C.P([O-])(O)(O)=O.[Na+].[CH3:12][C:13]1[N:18]=[C:17]([CH3:19])[C:16]([O:20][CH2:21][C@@:22]2([C:27]3[CH:32]=[CH:31][C:30]([O:33][CH2:34][O:35][CH3:36])=[C:29]([F:37])[CH:28]=3)[CH2:24][C@H:23]2[CH:25]=[O:26])=[CH:15][N:14]=1.Cl([O-])=[O:39].[Na+]. (5) Given the product [NH:25]1[C:33]2=[N:32][CH:31]=[CH:30][CH:29]=[C:28]2[C:27]([CH:34]=[C:15]2[O:14][C:13]([NH:12][C:7]3[CH:8]=[CH:9][CH:10]=[CH:11][C:6]=3[O:5][CH2:4][CH2:3][N:2]([CH3:1])[CH3:24])=[C:17]([C:18]([O:20][CH2:21][CH3:22])=[O:19])[C:16]2=[O:23])=[CH:26]1, predict the reactants needed to synthesize it. The reactants are: [CH3:1][N:2]([CH3:24])[CH2:3][CH2:4][O:5][C:6]1[CH:11]=[CH:10][CH:9]=[CH:8][C:7]=1[NH:12][C:13]1[O:14][CH2:15][C:16](=[O:23])[C:17]=1[C:18]([O:20][CH2:21][CH3:22])=[O:19].[NH:25]1[C:33]2[C:28](=[CH:29][CH:30]=[CH:31][N:32]=2)[C:27]([CH:34]=O)=[CH:26]1.N1CCCCC1. (6) Given the product [Cl:15][C:6]1[N:5]=[CH:4][N:3]=[C:2]([NH:28][S:25]([CH:24]=[CH:23][C:17]2[CH:22]=[CH:21][CH:20]=[CH:19][CH:18]=2)(=[O:26])=[O:27])[C:7]=1[C:8]1[CH:13]=[CH:12][C:11]([Cl:14])=[CH:10][CH:9]=1, predict the reactants needed to synthesize it. The reactants are: Cl[C:2]1[C:7]([C:8]2[CH:13]=[CH:12][C:11]([Cl:14])=[CH:10][CH:9]=2)=[C:6]([Cl:15])[N:5]=[CH:4][N:3]=1.[K+].[C:17]1([CH:23]=[CH:24][S:25]([NH-:28])(=[O:27])=[O:26])[CH:22]=[CH:21][CH:20]=[CH:19][CH:18]=1.O.C(O)(=O)CC(CC(O)=O)(C(O)=O)O. (7) Given the product [CH2:27]([N:34]1[C:43]2[C:42]3[CH:44]=[CH:45][CH:46]=[CH:47][C:41]=3[N:40]([C:10]([C:9]3[CH:12]=[CH:13][C:26]([C:25]#[N:22])=[C:15]([CH3:14])[CH:8]=3)=[O:11])[CH2:39][CH2:38][C:37]=2[N:36]=[C:35]1[CH3:48])[C:28]1[CH:29]=[CH:30][CH:31]=[CH:32][CH:33]=1, predict the reactants needed to synthesize it. The reactants are: CC1[O:11][C:10]2[C:9]3[CH:12]=[CH:13][CH:14]=[CH:15][C:8]=3NCCC=2N=1.S(Cl)(Cl)=O.C([N:22]([CH2:25][CH3:26])CC)C.[CH2:27]([N:34]1[C:43]2[C:42]3[CH:44]=[CH:45][CH:46]=[CH:47][C:41]=3[NH:40][CH2:39][CH2:38][C:37]=2[N:36]=[C:35]1[CH3:48])[C:28]1[CH:33]=[CH:32][CH:31]=[CH:30][CH:29]=1.